From a dataset of Forward reaction prediction with 1.9M reactions from USPTO patents (1976-2016). Predict the product of the given reaction. Given the reactants [F:1][C:2]([F:12])([F:11])[C:3]1[CH:10]=[CH:9][CH:8]=[CH:7][C:4]=1[CH:5]=O.[C:13]([NH:16][CH2:17][C:18]([OH:20])=[O:19])(=O)[CH3:14].C([O-])(=O)C.[Na+], predict the reaction product. The product is: [CH3:14][C:13]1[O:20][C:18](=[O:19])[C:17](=[CH:5][C:4]2[CH:7]=[CH:8][CH:9]=[CH:10][C:3]=2[C:2]([F:12])([F:11])[F:1])[N:16]=1.